Dataset: NCI-60 drug combinations with 297,098 pairs across 59 cell lines. Task: Regression. Given two drug SMILES strings and cell line genomic features, predict the synergy score measuring deviation from expected non-interaction effect. (1) Drug 1: CC(CN1CC(=O)NC(=O)C1)N2CC(=O)NC(=O)C2. Drug 2: CC(C)CN1C=NC2=C1C3=CC=CC=C3N=C2N. Cell line: HL-60(TB). Synergy scores: CSS=62.2, Synergy_ZIP=-0.146, Synergy_Bliss=1.66, Synergy_Loewe=0.513, Synergy_HSA=0.739. (2) Drug 1: CC(C)NC(=O)C1=CC=C(C=C1)CNNC.Cl. Drug 2: C(CCl)NC(=O)N(CCCl)N=O. Cell line: RXF 393. Synergy scores: CSS=3.79, Synergy_ZIP=-2.54, Synergy_Bliss=-2.44, Synergy_Loewe=-1.53, Synergy_HSA=-1.75.